Dataset: Catalyst prediction with 721,799 reactions and 888 catalyst types from USPTO. Task: Predict which catalyst facilitates the given reaction. (1) Reactant: [C:1]1(=[O:17])[N:5]([CH2:6][CH2:7][O:8][CH2:9][CH2:10][OH:11])[C:4](=[O:12])[C:3]2=[CH:13][CH:14]=[CH:15][CH:16]=[C:2]12.[H-].[Na+].[CH2:20](Br)[C:21]#[CH:22].CO. Product: [C:4]1(=[O:12])[N:5]([CH2:6][CH2:7][O:8][CH2:9][CH2:10][O:11][CH2:22][C:21]#[CH:20])[C:1](=[O:17])[C:2]2=[CH:16][CH:15]=[CH:14][CH:13]=[C:3]12. The catalyst class is: 9. (2) Reactant: [NH2:1][C:2]1[CH:3]=[C:4]([S:8]([NH2:11])(=[O:10])=[O:9])[CH:5]=[CH:6][CH:7]=1.Cl[C:13](OC(Cl)(Cl)Cl)=[O:14]. Product: [N:1]([C:2]1[CH:3]=[C:4]([S:8]([NH2:11])(=[O:9])=[O:10])[CH:5]=[CH:6][CH:7]=1)=[C:13]=[O:14]. The catalyst class is: 12. (3) Reactant: [CH3:1][O:2][CH2:3][C:4]#[C:5][C:6]1[CH:14]=[CH:13][C:12]([C:15]2[N:16]([C:31]([O:33][C:34]([CH3:37])([CH3:36])[CH3:35])=[O:32])[C:17]3[C:22]([CH:23]=2)=[CH:21][C:20]([CH2:24][N:25]2[CH2:30][CH2:29][CH2:28][CH2:27][CH2:26]2)=[CH:19][CH:18]=3)=[C:11]2[C:7]=1[CH2:8][NH:9][C:10]2=[O:38].[H][H]. Product: [CH3:1][O:2][CH2:3][CH2:4][CH2:5][C:6]1[CH:14]=[CH:13][C:12]([C:15]2[N:16]([C:31]([O:33][C:34]([CH3:36])([CH3:35])[CH3:37])=[O:32])[C:17]3[C:22]([CH:23]=2)=[CH:21][C:20]([CH2:24][N:25]2[CH2:26][CH2:27][CH2:28][CH2:29][CH2:30]2)=[CH:19][CH:18]=3)=[C:11]2[C:7]=1[CH2:8][NH:9][C:10]2=[O:38]. The catalyst class is: 19. (4) Reactant: Cl[C:2]1[N:10]=[CH:9][C:8]([F:11])=[CH:7][C:3]=1[C:4]([OH:6])=[O:5].[I:12][C:13]1[CH:14]=[C:15]([CH:17]=[CH:18][CH:19]=1)[NH2:16].CC1C=CC(S(O)(=O)=O)=CC=1. Product: [F:11][C:8]1[CH:9]=[N:10][C:2]([NH:16][C:15]2[CH:17]=[CH:18][CH:19]=[C:13]([I:12])[CH:14]=2)=[C:3]([CH:7]=1)[C:4]([OH:6])=[O:5]. The catalyst class is: 11. (5) Product: [F:31][C:22]1[CH:23]=[C:24]([C:27]([F:30])([F:29])[F:28])[CH:25]=[CH:26][C:21]=1[CH2:20][CH2:19][NH:18][C:12]1[N:13]=[C:14]([O:16][CH3:17])[N:15]=[C:10]([C:6]2[CH:5]=[C:4]([CH2:3][CH2:2][NH:1][C:39](=[O:41])[CH3:40])[CH:9]=[CH:8][CH:7]=2)[CH:11]=1. Reactant: [NH2:1][CH2:2][CH2:3][C:4]1[CH:5]=[C:6]([C:10]2[N:15]=[C:14]([O:16][CH3:17])[N:13]=[C:12]([NH:18][CH2:19][CH2:20][C:21]3[CH:26]=[CH:25][C:24]([C:27]([F:30])([F:29])[F:28])=[CH:23][C:22]=3[F:31])[CH:11]=2)[CH:7]=[CH:8][CH:9]=1.C(N(CC)CC)C.[C:39](Cl)(=[O:41])[CH3:40]. The catalyst class is: 2. (6) Reactant: Cl.[F:2][C:3]1[CH:8]=[CH:7][CH:6]=[C:5]([F:9])[C:4]=1[NH:10][NH2:11].[C:12]([O:17][CH3:18])(=[O:16])[C:13]([CH3:15])=O.[C:19]([O-])(=O)C.[Na+]. Product: [F:2][C:3]1[CH:8]=[CH:7][CH:6]=[C:5]([F:9])[C:4]=1[NH:10][N:11]=[C:13]([CH3:15])[C:12]([O:17][CH2:18][CH3:19])=[O:16]. The catalyst class is: 6.